This data is from Reaction yield outcomes from USPTO patents with 853,638 reactions. The task is: Predict the reaction yield, written as a fraction of the theoretical maximum amount of product (1.0 means a 100% yield; for example, 0.34 means a 34% yield). (1) The reactants are [N:1]1([CH2:5][CH2:6][O:7][C:8]2[CH:13]=[CH:12][C:11]([NH2:14])=[CH:10][C:9]=2[C:15]2[N:19]([CH3:20])[N:18]=[CH:17][CH:16]=2)[CH2:4][CH2:3][CH2:2]1.[F:21][C:22]1[CH:27]=[C:26]([F:28])[CH:25]=[CH:24][C:23]=1[N:29]=[C:30]=[O:31]. The catalyst is C(Cl)Cl. The product is [N:1]1([CH2:5][CH2:6][O:7][C:8]2[CH:13]=[CH:12][C:11]([NH:14][C:30]([NH:29][C:23]3[CH:24]=[CH:25][C:26]([F:28])=[CH:27][C:22]=3[F:21])=[O:31])=[CH:10][C:9]=2[C:15]2[N:19]([CH3:20])[N:18]=[CH:17][CH:16]=2)[CH2:2][CH2:3][CH2:4]1. The yield is 0.800. (2) The reactants are [C:1]1([C:7]2([N:14]3[CH2:19][CH2:18][CH:17]([N:20]4[C:24]5[CH:25]=[CH:26][CH:27]=[CH:28][C:23]=5[N:22]=[C:21]4[CH:29]=O)[CH2:16][CH2:15]3)[CH2:13][CH2:12][CH2:11][CH2:10][CH2:9][CH2:8]2)[CH:6]=[CH:5][CH:4]=[CH:3][CH:2]=1.[C@H:31]12[CH2:37][C@H:34]([NH:35][CH2:36]1)[CH2:33][N:32]2[C:38]([O:40][C:41]([CH3:44])([CH3:43])[CH3:42])=[O:39].[BH-](OC(C)=O)(OC(C)=O)OC(C)=O.[Na+].C(O)(=O)C. The catalyst is ClCCCl. The product is [C:1]1([C:7]2([N:14]3[CH2:15][CH2:16][CH:17]([N:20]4[C:24]5[CH:25]=[CH:26][CH:27]=[CH:28][C:23]=5[N:22]=[C:21]4[CH2:29][N:35]4[CH2:36][CH:31]5[CH2:37][CH:34]4[CH2:33][N:32]5[C:38]([O:40][C:41]([CH3:44])([CH3:43])[CH3:42])=[O:39])[CH2:18][CH2:19]3)[CH2:8][CH2:9][CH2:10][CH2:11][CH2:12][CH2:13]2)[CH:2]=[CH:3][CH:4]=[CH:5][CH:6]=1. The yield is 0.980.